From a dataset of Forward reaction prediction with 1.9M reactions from USPTO patents (1976-2016). Predict the product of the given reaction. Given the reactants [OH:1][CH2:2][C:3]1[CH:4]=[CH:5][C:6]2[CH2:12][N:11]([C:13](=[O:21])[C:14]3[CH:19]=[CH:18][C:17]([Cl:20])=[CH:16][CH:15]=3)[CH2:10][C:9](=[O:22])[N:8]([CH2:23][C:24]3[CH:29]=[CH:28][C:27]([C:30]([N:32]4[CH2:36][CH:35]=[CH:34][CH2:33]4)=[O:31])=[CH:26][CH:25]=3)[C:7]=2[CH:37]=1.C(N(CC)CC)C.[CH3:45][S:46](Cl)(=[O:48])=[O:47], predict the reaction product. The product is: [CH3:45][S:46]([O:1][CH2:2][C:3]1[CH:4]=[CH:5][C:6]2[CH2:12][N:11]([C:13](=[O:21])[C:14]3[CH:15]=[CH:16][C:17]([Cl:20])=[CH:18][CH:19]=3)[CH2:10][C:9](=[O:22])[N:8]([CH2:23][C:24]3[CH:29]=[CH:28][C:27]([C:30]([N:32]4[CH2:36][CH:35]=[CH:34][CH2:33]4)=[O:31])=[CH:26][CH:25]=3)[C:7]=2[CH:37]=1)(=[O:48])=[O:47].